This data is from NCI-60 drug combinations with 297,098 pairs across 59 cell lines. The task is: Regression. Given two drug SMILES strings and cell line genomic features, predict the synergy score measuring deviation from expected non-interaction effect. (1) Drug 1: CCCS(=O)(=O)NC1=C(C(=C(C=C1)F)C(=O)C2=CNC3=C2C=C(C=N3)C4=CC=C(C=C4)Cl)F. Drug 2: CCC1(CC2CC(C3=C(CCN(C2)C1)C4=CC=CC=C4N3)(C5=C(C=C6C(=C5)C78CCN9C7C(C=CC9)(C(C(C8N6C)(C(=O)OC)O)OC(=O)C)CC)OC)C(=O)OC)O.OS(=O)(=O)O. Cell line: OVCAR-5. Synergy scores: CSS=20.7, Synergy_ZIP=12.0, Synergy_Bliss=13.7, Synergy_Loewe=-27.2, Synergy_HSA=8.80. (2) Drug 1: C(=O)(N)NO. Drug 2: C(CCl)NC(=O)N(CCCl)N=O. Cell line: BT-549. Synergy scores: CSS=7.55, Synergy_ZIP=-3.94, Synergy_Bliss=1.22, Synergy_Loewe=-0.0448, Synergy_HSA=1.52.